Dataset: Reaction yield outcomes from USPTO patents with 853,638 reactions. Task: Predict the reaction yield, written as a fraction of the theoretical maximum amount of product (1.0 means a 100% yield; for example, 0.34 means a 34% yield). The reactants are [CH2:1]([C:3]1[N:4]([C:28]2[CH:33]=[CH:32][C:31]([OH:34])=[CH:30][CH:29]=2)[C:5](=[O:27])[C:6]([CH2:12][C:13]2[CH:18]=[CH:17][C:16]([C:19]3[C:20]([C:25]#[N:26])=[CH:21][CH:22]=[CH:23][CH:24]=3)=[CH:15][CH:14]=2)=[C:7]([CH2:9][CH2:10][CH3:11])[N:8]=1)[CH3:2].[CH3:35][CH:36]1[CH2:41][CH:40](O)[CH2:39][CH2:38][O:37]1.C1(P(C2C=CC=CC=2)C2C=CC=CC=2)C=CC=CC=1.[N:63]([C:64]([O:66]C(C)C)=[O:65])=[N:63][C:64]([O:66]C(C)C)=[O:65]. The catalyst is O1CCCC1.O. The product is [CH2:1]([C:3]1[N:4]([C:28]2[CH:33]=[CH:32][C:31]([O:34][CH:40]3[CH2:39][CH2:38][O:37][CH:36]([CH3:35])[CH2:41]3)=[CH:30][CH:29]=2)[C:5](=[O:27])[C:6]([CH2:12][C:13]2[CH:18]=[CH:17][C:16]([C:19]3[CH:24]=[CH:23][CH:22]=[CH:21][C:20]=3[C:25]3[NH:63][C:64](=[O:65])[O:66][N:26]=3)=[CH:15][CH:14]=2)=[C:7]([CH2:9][CH2:10][CH3:11])[N:8]=1)[CH3:2]. The yield is 0.600.